Dataset: Catalyst prediction with 721,799 reactions and 888 catalyst types from USPTO. Task: Predict which catalyst facilitates the given reaction. Reactant: O[CH:2]([C:15]1[C:23]2[C:22](=[O:24])[CH2:21][C:20]([CH3:26])([CH3:25])[CH2:19][C:18]=2[NH:17][C:16]=1[CH3:27])[C:3]1[CH:8]=[CH:7][CH:6]=[CH:5][C:4]=1[S:9]([N:12]([CH3:14])[CH3:13])(=[O:11])=[O:10].FC(F)(F)S(O[Si](C)(C)C)(=O)=O.C([SiH](CC)CC)C. Product: [CH3:14][N:12]([CH3:13])[S:9]([C:4]1[CH:5]=[CH:6][CH:7]=[CH:8][C:3]=1[CH2:2][C:15]1[C:23]2[C:22](=[O:24])[CH2:21][C:20]([CH3:25])([CH3:26])[CH2:19][C:18]=2[NH:17][C:16]=1[CH3:27])(=[O:11])=[O:10]. The catalyst class is: 4.